This data is from Catalyst prediction with 721,799 reactions and 888 catalyst types from USPTO. The task is: Predict which catalyst facilitates the given reaction. (1) Reactant: [CH:1]([C:3]1[CH:12]=[CH:11][C:10]2[C:5](=[CH:6][CH:7]=[CH:8][C:9]=2[N:13]2[CH2:18][CH2:17][N:16]([C:19]([O:21][C:22]([CH3:25])([CH3:24])[CH3:23])=[O:20])[CH2:15][CH2:14]2)[N:4]=1)=[O:2].C(O)(=O)CC(CC(O)=O)(C(O)=O)[OH:29].[OH-].[Na+].Cl.[O-]Cl=O.[Na+]. Product: [CH3:23][C:22]([O:21][C:19]([N:16]1[CH2:15][CH2:14][N:13]([C:9]2[CH:8]=[CH:7][CH:6]=[C:5]3[C:10]=2[CH:11]=[CH:12][C:3]([C:1]([OH:29])=[O:2])=[N:4]3)[CH2:18][CH2:17]1)=[O:20])([CH3:25])[CH3:24]. The catalyst class is: 58. (2) Reactant: Br[CH2:2][C:3]1[CH:8]=[CH:7][CH:6]=[CH:5][CH:4]=1.C([O-])([O-])=O.[Na+].[Na+].[NH:15]1[C:19]([C:20]2[CH:21]=[C:22]([C:26]3[CH:27]=[CH:28][C:29]4[O:33][C:32]([C:34]5[CH:39]=[CH:38][C:37]([F:40])=[CH:36][CH:35]=5)=[C:31]([C:41]([NH:43][CH3:44])=[O:42])[C:30]=4[CH:45]=3)[CH:23]=[CH:24][CH:25]=2)=[CH:18][CH:17]=[N:16]1. Product: [CH2:2]([N:15]1[C:19]([C:20]2[CH:21]=[C:22]([C:26]3[CH:27]=[CH:28][C:29]4[O:33][C:32]([C:34]5[CH:39]=[CH:38][C:37]([F:40])=[CH:36][CH:35]=5)=[C:31]([C:41]([NH:43][CH3:44])=[O:42])[C:30]=4[CH:45]=3)[CH:23]=[CH:24][CH:25]=2)=[CH:18][CH:17]=[N:16]1)[C:3]1[CH:8]=[CH:7][CH:6]=[CH:5][CH:4]=1. The catalyst class is: 3. (3) Reactant: FC(F)(F)C(O)=O.[CH:8]([C:11]1[S:12][C:13]([C:16]([N:18]2[CH2:23][C:22]3([CH2:28][CH2:27][N:26](C(OC(C)(C)C)=O)[CH2:25][CH2:24]3)[O:21][CH2:20][CH2:19]2)=[O:17])=[CH:14][N:15]=1)([CH3:10])[CH3:9].C1(C)C=CC=CC=1. Product: [CH:8]([C:11]1[S:12][C:13]([C:16]([N:18]2[CH2:23][C:22]3([CH2:24][CH2:25][NH:26][CH2:27][CH2:28]3)[O:21][CH2:20][CH2:19]2)=[O:17])=[CH:14][N:15]=1)([CH3:10])[CH3:9]. The catalyst class is: 2.